From a dataset of Merck oncology drug combination screen with 23,052 pairs across 39 cell lines. Regression. Given two drug SMILES strings and cell line genomic features, predict the synergy score measuring deviation from expected non-interaction effect. (1) Drug 1: CNC(=O)c1cc(Oc2ccc(NC(=O)Nc3ccc(Cl)c(C(F)(F)F)c3)cc2)ccn1. Drug 2: CCc1cnn2c(NCc3ccc[n+]([O-])c3)cc(N3CCCCC3CCO)nc12. Cell line: NCIH1650. Synergy scores: synergy=-5.34. (2) Drug 1: NC(=O)c1cccc2cn(-c3ccc(C4CCCNC4)cc3)nc12. Drug 2: Cc1nc(Nc2ncc(C(=O)Nc3c(C)cccc3Cl)s2)cc(N2CCN(CCO)CC2)n1. Cell line: SKMES1. Synergy scores: synergy=0.925. (3) Drug 1: Cc1nc(Nc2ncc(C(=O)Nc3c(C)cccc3Cl)s2)cc(N2CCN(CCO)CC2)n1. Drug 2: NC1CCCCC1N.O=C(O)C(=O)O.[Pt+2]. Cell line: MDAMB436. Synergy scores: synergy=-17.1. (4) Drug 1: O=c1[nH]cc(F)c(=O)[nH]1. Drug 2: COC1=C2CC(C)CC(OC)C(O)C(C)C=C(C)C(OC(N)=O)C(OC)C=CC=C(C)C(=O)NC(=CC1=O)C2=O. Cell line: OCUBM. Synergy scores: synergy=-0.939. (5) Drug 1: CCC1=CC2CN(C1)Cc1c([nH]c3ccccc13)C(C(=O)OC)(c1cc3c(cc1OC)N(C)C1C(O)(C(=O)OC)C(OC(C)=O)C4(CC)C=CCN5CCC31C54)C2. Drug 2: CNC(=O)c1cc(Oc2ccc(NC(=O)Nc3ccc(Cl)c(C(F)(F)F)c3)cc2)ccn1. Cell line: PA1. Synergy scores: synergy=-8.15. (6) Drug 1: CN1C(=O)C=CC2(C)C3CCC4(C)C(NC(=O)OCC(F)(F)F)CCC4C3CCC12. Drug 2: NC(=O)c1cccc2cn(-c3ccc(C4CCCNC4)cc3)nc12. Cell line: UACC62. Synergy scores: synergy=-20.3. (7) Drug 1: Nc1ccn(C2OC(CO)C(O)C2(F)F)c(=O)n1. Drug 2: CC1(c2nc3c(C(N)=O)cccc3[nH]2)CCCN1. Cell line: EFM192B. Synergy scores: synergy=8.89.